Dataset: Experimentally validated miRNA-target interactions with 360,000+ pairs, plus equal number of negative samples. Task: Binary Classification. Given a miRNA mature sequence and a target amino acid sequence, predict their likelihood of interaction. (1) The miRNA is hsa-miR-3605-5p with sequence UGAGGAUGGAUAGCAAGGAAGCC. The protein sequence of the target gene is MNRHLCVWLFRHPSLNGYLQCHIQLHSHQFRQIHLDTRLQVFRQNRNCILHLLSKNWSRRYCHQDTKMLWKHKALQKYMENLSKEYQTLEQCLQHIPVNEENRRSLNRRHAELAPLAAIYQEIQETEQAIEELESMCKSLNKQDEKQLQELALEERQTIDQKINMLYNELFQSLVPKEKYDKNDVILEVTAGRTTGGDICQQFTREIFDMYQNYSCYKHWQFELLNYTPADYGGLHHAAARISGDGVYKHLKYEGGIHRVQRIPEVGLSSRMQRIHTGTMSVIVLPQPDEVDVKLDPKDL.... Result: 0 (no interaction). (2) The miRNA is hsa-miR-593-3p with sequence UGUCUCUGCUGGGGUUUCU. The protein sequence of the target gene is MVVREASAAQASLSQVLPQLRYLHIFLEQVHTHFQEQSVGERGAAIQLAEGLARQLCTDCQLNKLFYREEFVLATLLDPCFKGKIEAILPWGPTDIDHWKQVLVYKVKEIRVSEYSLNSPSPLQSPRGLCVDPTRVAKSSGVEGRSQGEPLQSSSHSGAFLLAQREKGLLESMGLLASERSGGSLSTKSHWASIIVKKYLWENETVGAQDDPLAYWEKKREAWPPSICLTPHRSLL. Result: 0 (no interaction). (3) The miRNA is hsa-miR-510-3p with sequence AUUGAAACCUCUAAGAGUGGA. The protein sequence of the target gene is MTLEGLYLARGPLARLLLAWSALLCMAGGQGRWDGALEAAGPGRVRRRGSPGILQGPNVCGSRFHAYCCPGWRTFPGRSQCVVPICRRACGEGFCSQPNLCTCADGTLAPSCGVSRGSGCSVSCMNGGTCRGASCLCQKGYTGTVCGQPICDRGCHNGGRCIGPNRCACVYGFMGPQCERDYRTGPCFGQVGPEGCQHQLTGLVCTKALCCATVGRAWGLPCELCPAQPHPCRRGFIPNIHTGACQDVDECQAVPGLCQGGSCVNMVGSFHCRCPVGHRLSDSSAACEDYRAGACFSVLF.... Result: 0 (no interaction). (4) The protein sequence of the target gene is MAALASSLIRQKREVREPGGSRPVSAQRRVCPRGTKSLCQKQLLILLSKVRLCGGRPTRQDRGPEPQLKGIVTKLFCRQGFYLQANPDGSIQGTPEDTSSFTHFNLIPVGLRVVTIQSAKLGHYMAMNAEGLLYSSPHFTAECRFKECVFENYYVLYASALYRQRRSGRAWYLGLDKEGRVMKGNRVKKTKAAAHFVPKLLEVAMYREPSLHSVPETSPSSPPAH. The miRNA is mmu-miR-875-5p with sequence UAUACCUCAGUUUUAUCAGGUG. Result: 0 (no interaction). (5) Result: 0 (no interaction). The miRNA is hsa-miR-571 with sequence UGAGUUGGCCAUCUGAGUGAG. The protein sequence of the target gene is MDGTIKEALSVVSDDQSLFDSAYGAAAHLPKADMTASGSPDYGQPHKINPLPPQQEWINQPVRVNVKREYDHMNGSRESPVDCSVSKCNKLVGGGEANPMNYNSYMDEKNGPPPPNMTTNERRVIVPADPTLWTQEHVRQWLEWAIKEYGLMEIDTSFFQNMDGKELCKMNKEDFLRATSAYNTEVLLSHLSYLRESSLLAYNTTSHTDQSSRLNVKEDPSYDSVRRGAWNNNMNSGLNKSPLLGGSQTMGKNTEQRPQPDPYQILGPTSSRLANPGSGQIQLWQFLLELLSDSANASCI....